The task is: Regression. Given a peptide amino acid sequence and an MHC pseudo amino acid sequence, predict their binding affinity value. This is MHC class II binding data.. This data is from Peptide-MHC class II binding affinity with 134,281 pairs from IEDB. (1) The peptide sequence is EKKYFAATHFEPLAA. The MHC is DRB1_0701 with pseudo-sequence DRB1_0701. The binding affinity (normalized) is 0.781. (2) The peptide sequence is RIEEVTRMAMTDTTP. The MHC is HLA-DQA10303-DQB10402 with pseudo-sequence HLA-DQA10303-DQB10402. The binding affinity (normalized) is 0.